Dataset: Experimentally validated miRNA-target interactions with 360,000+ pairs, plus equal number of negative samples. Task: Binary Classification. Given a miRNA mature sequence and a target amino acid sequence, predict their likelihood of interaction. (1) The miRNA is hsa-miR-6744-5p with sequence UGGAUGACAGUGGAGGCCU. The protein sequence of the target gene is MAALYRPGLRLNWHGLSPLGWPSCRSIQTLRVLSGDLGQLPTGIRDFVEHSARLCQPEGIHICDGTEAENTATLTLLEQQGLIRKLPKYNNCWLARTDPKDVARVESKTVIVTPSQRDTVPLPPGGARGQLGNWMSPADFQRAVDERFPGCMQGRTMYVLPFSMGPVGSPLSRIGVQLTDSAYVVASMRIMTRLGTPVLQALGDGDFVKCLHSVGQPLTGQGEPVSQWPCNPEKTLIGHVPDQREIISFGSGYGGNSLLGKKCFALRIASRLARDEGWLAEHMLILGITSPAGKKRYVAA.... Result: 0 (no interaction). (2) The miRNA is hsa-miR-890 with sequence UACUUGGAAAGGCAUCAGUUG. The protein sequence of the target gene is MASALWTVLPSRMSLRSLKWSLLLLSLLSFFVMWYLSLPHYNVIERVNWMYFYEYEPIYRQDFHFTLREHSNCSHQNPFLVILVTSHPSDVKARQAIRVTWGEKKSWWGYEVLTFFLLGQEAEKEDKMLALSLEDEHLLYGDIIRQDFLDTYNNLTLKTIMAFRWVTEFCPNAKYVMKTDTDVFINTGNLVKYLLNLNHSEKFFTGYPLIDNYSYRGFYQKTHISYQEYPFKVFPPYCSGLGYIMSRDLVPRIYEMMGHVKPIKFEDVYVGICLNLLKVNIHIPEDTNLFFLYRIHLDVC.... Result: 1 (interaction). (3) The miRNA is hsa-miR-34c-5p with sequence AGGCAGUGUAGUUAGCUGAUUGC. The protein sequence of the target gene is MGVPRTPSRTVLFERERTGLTYRVPSLLPVPPGPTLLAFVEQRLSPDDSHAHRLVLRRGTLAGGSVRWGALHVLGTAALAEHRSMNPCPVHDAGTGTVFLFFIAVLGHTPEAVQIATGRNAARLCCVASRDAGLSWGSARDLTEEAIGGAVQDWATFAVGPGHGVQLPSGRLLVPAYTYRVDRRECFGKICRTSPHSFAFYSDDHGRTWRCGGLVPNLRSGECQLAAVDGGQAGSFLYCNARSPLGSRVQALSTDEGTSFLPAERVASLPETAWGCQGSIVGFPAPAPNRPRDDSWSVGP.... Result: 0 (no interaction). (4) The miRNA is hsa-miR-24-3p with sequence UGGCUCAGUUCAGCAGGAACAG. The protein sequence of the target gene is MRAGWTPRGFSAFHASLLPGRHPYLAHLGPRDRGARIGSRAYSQGCCSCLWLTYKGKKEGSTKGELGPAAVTDLEIPSYSRGFLPCTPRFPTTWCRGPGCFCGTAVIAGNLGDLARIVGPSHHASQLLLLQEQDSGNHPTMAESLSEISDSLDVLEAGDEGKKKCKFKALKSFFVKKKEKEAEDTQEEEMLELSLSSSNINISSLQPVRENQPTKARAKSSMGSKALSHDSIFMLGPEPERSASKMFPSMDPQRGRPQQRSHISRTLPKPRSKVPGVVSGAMSGAVLQNVPTSAVWVAGP.... Result: 1 (interaction). (5) The miRNA is mmu-miR-5100 with sequence UCGAAUCCCAGCGGUGCCUCU. The protein sequence of the target gene is MPERDSEPFSNPLAPDGHDVDDPHSFHQSKLTNEDFRKLLMTPRAAPTSAPPSKSRHHEMPREYNEDEDPAARRRKKKSYYAKLRQQEIERERELAEKYRDRAKERRDGVNKDYEETELISTTANYRAVGPTAEADKSAAEKRRQLIQESKFLGGDMEHTHLVKGLDFALLQKVRAEIASKEKEEEELMEKPQKETKKDEDPENKIEFKTRLGRNVYRMLFKSKSYERNELFLPGRMAYVVDLDDEYADTDIPTTLIRSKADCPTMEAQTTLTTNDIVISKLTQILSYLRQGTRNKKLKK.... Result: 0 (no interaction). (6) The miRNA is hsa-miR-5088-3p with sequence UCCCUUCUUCCUGGGCCCUCA. The protein sequence of the target gene is MWNDIELLTNDDTGSGYLSVGSRKEHGTALYQVDLLVKISSEKASLNPKIQACSLSDGFIIVADQSVILLDSICRSLQLHLVFDTEVDVVGLCQEGKFLLVGERSGNLHLIHVTSKQTLLTNAFVQKANDENRRTYQNLVIEKDGSNEGTYYMLLLTYSGFFCITNLQLLKIQQAIENVDFSTAKKLQGQIKSSFISTENYHTLGCLSLVAGDLASEVPVIIGGTGNCAFSKWEPDSSKKGMTVKNLIDAEIIKGAKKFQLIDNLLFVLDTDNVLSLWDIYTLTPVWNWPSLHVEEFLLT.... Result: 1 (interaction). (7) The miRNA is mmu-miR-325-3p with sequence UUUAUUGAGCACCUCCUAUCAA. The protein sequence of the target gene is MDVRIKCNSEEPESPEQKILASSQRLLQFTNCRLVRDHRIIHDDLWVRDGRIVNPEPVFFDERTKAHCRIDCGGAIIAPGYIDLQINGGYGVDFSYDTETIEEGVATVARGLVKSGVTSFCPTLVTSPSDSYHTILPRIPAEVPKGAGILGIHAEGPFINPQKKGAHPEHCIQTIDKGLSTLKETYGSLERIKIITLAPEKVTDPEVIGQLVERGITVALGHSMASLSDGERAVQQGATLITHLFNAMLPFHHRDPGLVGLLASDAVPHGRTVYFGIISDGVHTHPAALRIAYRTHPQGL.... Result: 0 (no interaction). (8) The miRNA is hsa-miR-7706 with sequence UGAAGCGCCUGUGCUCUGCCGAGA. The protein sequence of the target gene is MAAGLDSWNSTINGTWEGDELGYKCRFNEDFKYVLLPVSYGVVCVLGLCLNVVALYIFLCRLKTWNASTTYMFHLAVSDSLYAASLPLLVYYYAQGDHWPFSTVLCKLVRFLFYTNLYCSILFLTCISVHRCLGVLRPLHSLSWGHARYARRVAAVVWVLVLACQAPVLYFVTTSVRGTRITCHDTSARELFSHFVAYSSVMLGLLFAVPFSIILVCYVLMARRLLKPAYGTTGLPRAKRKSVRTIALVLAVFALCFLPFHVTRTLYYSFRSLDLSCHTLNAINMAYKITRPLASANSCL.... Result: 0 (no interaction). (9) Result: 1 (interaction). The protein sequence of the target gene is MAVLDTDLDHILPSSVLPPFWAKLVVGSVAIVCFARSYDGDFVFDDSEAIVNNKDLQAETPLGDLWHHDFWGSRLSSNTSHKSYRPLTVLTFRINYYLSGGFHPVGFHVVNILLHSGISVLMVDVFSVLFGGLQYTSKGRRLHLAPRASLLAALLFAVHPVHTECVAGVVGRADLLCALFFLLSFLGYCKAFRESNKEGAHSSTFWVLLSIFLGAVAMLCKEQGITVLGLNAVFDILVIGKFNVLEIVQKVLHKDKSLENLGMLRNGGLLFRMTLLTSGGAGMLYVRWRIMGTGPPAFTE.... The miRNA is hsa-miR-192-5p with sequence CUGACCUAUGAAUUGACAGCC.